This data is from Full USPTO retrosynthesis dataset with 1.9M reactions from patents (1976-2016). The task is: Predict the reactants needed to synthesize the given product. (1) Given the product [CH3:1][O:2][C:3]([C:5]1[C:6]([CH:17]([CH3:19])[CH3:18])=[N:7][C:8]2[C:13]([C:14]=1[C:27]1[CH:26]=[CH:25][CH:24]=[C:23]([O:22][CH2:20][CH3:21])[CH:28]=1)=[CH:12][C:11]([Cl:16])=[CH:10][CH:9]=2)=[O:4], predict the reactants needed to synthesize it. The reactants are: [CH3:1][O:2][C:3]([C:5]1[C:6]([CH:17]([CH3:19])[CH3:18])=[N:7][C:8]2[C:13]([C:14]=1Cl)=[CH:12][C:11]([Cl:16])=[CH:10][CH:9]=2)=[O:4].[CH2:20]([O:22][C:23]1[CH:24]=[C:25](B(O)O)[CH:26]=[CH:27][CH:28]=1)[CH3:21]. (2) The reactants are: [CH2:1]([O:8][C:9]1[C:14]([NH:15][S:16]([C:19]2[CH:24]=[CH:23][C:22]([CH3:25])=[CH:21][CH:20]=2)(=[O:18])=[O:17])=[C:13]([Cl:26])[N:12]=[C:11]([S:27][CH3:28])[N:10]=1)[C:2]1[CH:7]=[CH:6][CH:5]=[CH:4][CH:3]=1.[CH3:29][O:30][C:31]1[C:36]([CH3:37])=[CH:35][N:34]=[C:33](/[CH:38]=[CH:39]/[CH2:40]O)[C:32]=1[CH3:42].C1C=CC(P(C2C=CC=CC=2)C2C=CC=CC=2)=CC=1.CCOC(/N=N/C(OCC)=O)=O. Given the product [CH2:1]([O:8][C:9]1[C:14]([N:15]([CH2:40]/[CH:39]=[CH:38]/[C:33]2[C:32]([CH3:42])=[C:31]([O:30][CH3:29])[C:36]([CH3:37])=[CH:35][N:34]=2)[S:16]([C:19]2[CH:24]=[CH:23][C:22]([CH3:25])=[CH:21][CH:20]=2)(=[O:17])=[O:18])=[C:13]([Cl:26])[N:12]=[C:11]([S:27][CH3:28])[N:10]=1)[C:2]1[CH:7]=[CH:6][CH:5]=[CH:4][CH:3]=1, predict the reactants needed to synthesize it. (3) Given the product [Cl:12][C:13]1[CH:14]=[C:15]([C:20]2[N:1]=[C:2]([NH:4][C:5]3[CH:10]=[CH:9][CH:8]=[C:7]([Br:11])[CH:6]=3)[S:3][CH:21]=2)[CH:16]=[CH:17][C:18]=1[Cl:19], predict the reactants needed to synthesize it. The reactants are: [NH2:1][C:2]([NH:4][C:5]1[CH:10]=[CH:9][CH:8]=[C:7]([Br:11])[CH:6]=1)=[S:3].[Cl:12][C:13]1[CH:14]=[C:15]([C:20](=O)[CH2:21]Br)[CH:16]=[CH:17][C:18]=1[Cl:19].N1C=CC=CC=1. (4) Given the product [Br:1][C:2]1[CH:7]=[C:6]([O:8][C:9]([F:12])([F:11])[F:10])[CH:5]=[C:4]([Br:13])[C:3]=1[NH:14][C:15](=[S:27])[CH3:16], predict the reactants needed to synthesize it. The reactants are: [Br:1][C:2]1[CH:7]=[C:6]([O:8][C:9]([F:12])([F:11])[F:10])[CH:5]=[C:4]([Br:13])[C:3]=1[NH:14][C:15](=O)[CH3:16].COC1C=CC(P2(SP(C3C=CC(OC)=CC=3)(=S)S2)=[S:27])=CC=1. (5) Given the product [CH3:1][O:2][C:3](=[O:15])[C:4]1[C:5](=[C:10]([O:14][CH2:27][C:26]2[CH:29]=[CH:30][C:23]([Cl:22])=[CH:24][CH:25]=2)[CH:11]=[CH:12][CH:13]=1)[C:6]([O:8][CH3:9])=[O:7], predict the reactants needed to synthesize it. The reactants are: [CH3:1][O:2][C:3](=[O:15])[C:4]1[C:5](=[C:10]([OH:14])[CH:11]=[CH:12][CH:13]=1)[C:6]([O:8][CH3:9])=[O:7].C(=O)([O-])[O-].[K+].[K+].[Cl:22][C:23]1[CH:30]=[CH:29][C:26]([CH2:27]Cl)=[CH:25][CH:24]=1.